This data is from Full USPTO retrosynthesis dataset with 1.9M reactions from patents (1976-2016). The task is: Predict the reactants needed to synthesize the given product. (1) Given the product [CH2:1]([O:5][CH:24]1[CH2:25][CH2:26][CH2:27][CH2:28][O:23]1)[CH2:2][C:3]#[CH:4], predict the reactants needed to synthesize it. The reactants are: [CH2:1]([OH:5])[CH2:2][CH:3]=[CH2:4].CC1C=CC(S([O-])(=O)=O)=CC=1.C1C=C[NH+]=CC=1.[O:23]1[CH:28]=[CH:27][CH2:26][CH2:25][CH2:24]1. (2) Given the product [OH:27][C:23]1[CH:22]=[C:21]([C:16]2[CH:17]=[CH:18][CH:19]=[CH:20][C:15]=2[CH2:14][NH:13][C:9]2[N:8]=[C:7]([CH3:29])[C:6]([C:4]([OH:5])=[O:3])=[C:11]([CH3:12])[N:10]=2)[CH:26]=[CH:25][CH:24]=1, predict the reactants needed to synthesize it. The reactants are: C([O:3][C:4]([C:6]1[C:7]([CH3:29])=[N:8][C:9]([NH:13][CH2:14][C:15]2[CH:20]=[CH:19][CH:18]=[CH:17][C:16]=2[C:21]2[CH:26]=[CH:25][CH:24]=[C:23]([O:27]C)[CH:22]=2)=[N:10][C:11]=1[CH3:12])=[O:5])C.B(Br)(Br)Br.C(Cl)Cl.O[Li].O. (3) Given the product [O:66]1[CH2:67][CH2:68][N:63]([C:2]2[CH:3]=[CH:4][CH:5]=[C:6]3[C:10]=2[C:9](=[O:11])[N:8]([CH2:12][CH2:13][C:14]2[N:19]=[C:18]4[CH:20]=[CH:21][S:22][C:17]4=[CH:16][CH:15]=2)[CH2:7]3)[CH2:64][CH2:65]1, predict the reactants needed to synthesize it. The reactants are: Br[C:2]1[CH:3]=[CH:4][CH:5]=[C:6]2[C:10]=1[C:9](=[O:11])[N:8]([CH2:12][CH2:13][C:14]1[N:19]=[C:18]3[CH:20]=[CH:21][S:22][C:17]3=[CH:16][CH:15]=1)[CH2:7]2.C([O-])([O-])=O.[Cs+].[Cs+].C1(P(C2CCCCC2)C2C=CC=CC=2C2C(C(C)C)=CC(C(C)C)=CC=2C(C)C)CCCCC1.[NH:63]1[CH2:68][CH2:67][O:66][CH2:65][CH2:64]1. (4) Given the product [NH:11]1[C:15]2[CH:16]=[CH:17][CH:18]=[CH:19][C:14]=2[N:13]=[C:12]1[C@H:8]([NH:9][C:10]([NH:32][C@@H:30]([C:27]1[CH:28]=[CH:29][C:24]([Br:23])=[CH:25][CH:26]=1)[CH3:31])=[O:20])[CH2:7][C:6]1[CH:21]=[CH:22][C:3]([O:2][CH3:1])=[CH:4][CH:5]=1, predict the reactants needed to synthesize it. The reactants are: [CH3:1][O:2][C:3]1[CH:22]=[CH:21][C:6]([CH2:7][C@@H:8]2[C:12]3=[N:13][C:14]4[CH:19]=[CH:18][CH:17]=[CH:16][C:15]=4[N:11]3[C:10](=[O:20])[NH:9]2)=[CH:5][CH:4]=1.[Br:23][C:24]1[CH:29]=[CH:28][C:27]([C@H:30]([NH2:32])[CH3:31])=[CH:26][CH:25]=1.C(O)(C(F)(F)F)=O. (5) Given the product [CH3:6][NH:8][CH2:9][CH2:10][CH:11]1[O:16][CH2:15][CH2:14][N:13]([C:17]([O:19][CH2:20][C:21]2[CH:22]=[C:23]([Cl:28])[CH:24]=[C:25]([Cl:27])[CH:26]=2)=[O:18])[CH2:12]1, predict the reactants needed to synthesize it. The reactants are: C(O[C:6]([N:8](C)[CH2:9][CH2:10][CH:11]1[O:16][CH2:15][CH2:14][N:13]([C:17]([O:19][CH2:20][C:21]2[CH:26]=[C:25]([Cl:27])[CH:24]=[C:23]([Cl:28])[CH:22]=2)=[O:18])[CH2:12]1)=O)(C)(C)C.FC(F)(F)C(O)=O. (6) Given the product [Cl:1][C:2]1[CH:3]=[C:4]([CH:10]([CH2:14][CH:15]2[CH2:16][CH2:17][CH2:18][CH2:19]2)[C:11]([OH:13])=[O:12])[CH:5]=[CH:6][C:7]=1[S:27]([CH3:23])(=[O:30])=[O:28], predict the reactants needed to synthesize it. The reactants are: [Cl:1][C:2]1[CH:3]=[C:4]([CH:10]([CH2:14][CH:15]2[CH2:19][CH2:18][CH2:17][CH2:16]2)[C:11]([OH:13])=[O:12])[CH:5]=[CH:6][C:7]=1SC.OO.O1CCC[CH2:23]1.[S:27]([O-:30])([O-])=[O:28].[Na+].[Na+].